This data is from Forward reaction prediction with 1.9M reactions from USPTO patents (1976-2016). The task is: Predict the product of the given reaction. (1) Given the reactants Cl[C:2]1[N:7]=[C:6]([NH:8][C@H:9]([CH3:12])[CH2:10][OH:11])[C:5]([C:13]2[S:14][CH:15]=[CH:16][CH:17]=2)=[CH:4][N:3]=1.[NH2:18][C:19]1[CH:24]=[CH:23][C:22]([S:25]([CH3:36])(=[N:27][C:28]([N:30]2[CH2:35][CH2:34][O:33][CH2:32][CH2:31]2)=[O:29])=[O:26])=[CH:21][CH:20]=1, predict the reaction product. The product is: [N:30]1([C:28]([N:27]=[S:25]([C:22]2[CH:23]=[CH:24][C:19]([NH:18][C:2]3[N:7]=[C:6]([NH:8][C@H:9]([CH3:12])[CH2:10][OH:11])[C:5]([C:13]4[S:14][CH:15]=[CH:16][CH:17]=4)=[CH:4][N:3]=3)=[CH:20][CH:21]=2)([CH3:36])=[O:26])=[O:29])[CH2:35][CH2:34][O:33][CH2:32][CH2:31]1. (2) Given the reactants [CH3:1][C:2]1[C:7]([CH3:8])=[CH:6][CH:5]=[CH:4][C:3]=1[CH:9]([C:11]1[NH:12][CH:13]=[CH:14][N:15]=1)[CH3:10].C(=O)([O-])[O-].[Cs+].[Cs+].[C:22]([O:26][CH2:27]Cl)(=[O:25])[CH2:23][CH3:24], predict the reaction product. The product is: [C:22]([O:26][CH2:27][N:15]1[CH:14]=[CH:13][N:12]=[C:11]1[CH:9]([C:3]1[CH:4]=[CH:5][CH:6]=[C:7]([CH3:8])[C:2]=1[CH3:1])[CH3:10])(=[O:25])[CH2:23][CH3:24]. (3) Given the reactants [Cl:1][C:2]1[CH:7]=[CH:6][C:5]([C:8]2[N:9]=[C:10]([CH2:26][C:27]#[N:28])[C:11]([C:21]([O:23]CC)=[O:22])=[N:12][C:13]=2[C:14]2[CH:19]=[CH:18][C:17]([Cl:20])=[CH:16][CH:15]=2)=[CH:4][CH:3]=1.[OH-].[Li+].O, predict the reaction product. The product is: [Cl:1][C:2]1[CH:3]=[CH:4][C:5]([C:8]2[N:9]=[C:10]([CH2:26][C:27]#[N:28])[C:11]([C:21]([OH:23])=[O:22])=[N:12][C:13]=2[C:14]2[CH:19]=[CH:18][C:17]([Cl:20])=[CH:16][CH:15]=2)=[CH:6][CH:7]=1. (4) Given the reactants FC1C=C([C@H](N[C:26]([N:28]2[CH2:37][CH2:36][C:35]3[CH:34]=[N:33][C:32]([NH:38][CH:39]([CH3:41])[CH3:40])=[N:31][C:30]=3[CH2:29]2)=[O:27])[C@H]2CCCN2C(OC(C)(C)C)=O)C=CC=1C(F)(F)F.[Si]([O:49][CH2:50][C@H:51]([C:53]1[CH:58]=[CH:57][C:56]([Cl:59])=[C:55](F)[CH:54]=1)[NH2:52])(C(C)(C)C)(C)C.[Si](OCC(C1C=CC([Cl:78])=C(F)C=1)=O)(C(C)(C)C)(C)C.O1CCC(NC2N=CC3CCN(C(OC(C)(C)C)=O)CC=3N=2)CC1, predict the reaction product. The product is: [Cl:78][C:55]1[CH:54]=[C:53]([C@H:51]([NH:52][C:26]([N:28]2[CH2:37][CH2:36][C:35]3[CH:34]=[N:33][C:32]([NH:38][CH:39]([CH3:41])[CH3:40])=[N:31][C:30]=3[CH2:29]2)=[O:27])[CH2:50][OH:49])[CH:58]=[CH:57][C:56]=1[Cl:59].